This data is from Forward reaction prediction with 1.9M reactions from USPTO patents (1976-2016). The task is: Predict the product of the given reaction. (1) The product is: [CH3:33][O:34][C:35]1[CH:36]=[C:37]([NH:38][C:2]2[CH:3]=[C:4]([C:17]3[N:25]=[C:24]([CH3:26])[N:23]=[C:22]4[C:18]=3[N:19]=[CH:20][NH:21]4)[C:5]([NH:8][C:9]3[CH:10]=[N:11][C:12]([O:15][CH3:16])=[CH:13][CH:14]=3)=[N:6][CH:7]=2)[CH:39]=[CH:40][CH:41]=1. Given the reactants Cl[C:2]1[CH:3]=[C:4]([C:17]2[N:25]=[C:24]([CH3:26])[N:23]=[C:22]3[C:18]=2[N:19]=[CH:20][N:21]3C2CCCCO2)[C:5]([NH:8][C:9]2[CH:10]=[N:11][C:12]([O:15][CH3:16])=[CH:13][CH:14]=2)=[N:6][CH:7]=1.[CH3:33][O:34][C:35]1[CH:36]=[C:37]([CH:39]=[CH:40][CH:41]=1)[NH2:38].CC(C)([O-])C.[Na+].C(P(C(C)(C)C)C1C=CC=CC=1C1C(C(C)C)=CC(C(C)C)=CC=1C(C)C)(C)(C)C.Cl, predict the reaction product. (2) Given the reactants [F:1][C:2]1[CH:3]=[C:4]([CH:7]=[CH:8][C:9]=1[OH:10])[CH:5]=[O:6].[CH2:11](I)[CH3:12], predict the reaction product. The product is: [CH2:11]([O:10][C:9]1[CH:8]=[CH:7][C:4]([CH:5]=[O:6])=[CH:3][C:2]=1[F:1])[CH3:12]. (3) Given the reactants [N:1]1[CH:6]=[C:5]([C:7]([O:9]C)=[O:8])[CH:4]=[C:3]([C:11]([O:13]C)=[O:12])[CH:2]=1.[C:15]([OH:18])(=[O:17])C, predict the reaction product. The product is: [C:3]([O:18][C:15]([N:1]1[CH2:6][C@@H:5]([C:7]([OH:9])=[O:8])[CH2:4][C@@H:3]([C:11]([OH:13])=[O:12])[CH2:2]1)=[O:17])([CH3:11])([CH3:4])[CH3:2]. (4) Given the reactants [Cl:1][C:2]1[CH:7]=[CH:6][N:5]=[C:4]2[NH:8][C:9]([C:11]3[CH:16]=[CH:15][C:14]([CH2:17][N:18]4[CH2:23][CH2:22][O:21][CH2:20][CH2:19]4)=[CH:13][CH:12]=3)=[N:10][C:3]=12.[C:24]([CH2:26][C:27]1[CH:32]=[CH:31][C:30](B(O)O)=[CH:29][CH:28]=1)#[N:25].C(=O)([O-])[O-].[Na+].[Na+], predict the reaction product. The product is: [ClH:1].[N:18]1([CH2:17][C:14]2[CH:15]=[CH:16][C:11]([C:9]3[NH:8][C:4]4=[N:5][CH:6]=[CH:7][C:2]([C:30]5[CH:31]=[CH:32][C:27]([CH2:26][C:24]#[N:25])=[CH:28][CH:29]=5)=[C:3]4[N:10]=3)=[CH:12][CH:13]=2)[CH2:23][CH2:22][O:21][CH2:20][CH2:19]1. (5) The product is: [Br:1][C:2]1[CH:3]=[C:4]([CH:7]=[CH:8][CH:9]=1)/[CH:5]=[N:16]/[S@@:14]([C:11]([CH3:13])([CH3:12])[CH3:10])=[O:15]. Given the reactants [Br:1][C:2]1[CH:3]=[C:4]([CH:7]=[CH:8][CH:9]=1)[CH:5]=O.[CH3:10][C:11]([S@:14]([NH2:16])=[O:15])([CH3:13])[CH3:12].CC1C=CC(S([O-])(=O)=O)=CC=1.C1C=C[NH+]=CC=1, predict the reaction product. (6) Given the reactants COC(C1C=C(O)C2C(=C(N)C=CC=2)N=1)=O.C[O:18][C:19]([C:21]1[CH:30]=[C:29]([OH:31])[C:28]2[C:23](=[C:24]([NH2:33])[CH:25]=[C:26]([CH3:32])[CH:27]=2)[N:22]=1)=[O:20], predict the reaction product. The product is: [OH:31][C:29]1[C:28]2[C:23](=[C:24]([NH2:33])[CH:25]=[C:26]([CH3:32])[CH:27]=2)[N:22]=[C:21]([C:19]([OH:20])=[O:18])[CH:30]=1. (7) Given the reactants [NH2:1][CH:2]1[N:8]=[C:7]([C:9]2[CH:14]=[CH:13][CH:12]=[CH:11][C:10]=2[F:15])[C:6]2[CH:16]=[CH:17][CH:18]=[C:19]([CH:20]([CH3:22])[CH3:21])[C:5]=2[NH:4][C:3]1=[O:23].Cl.NO.C(N(CC)CC)C.[C:34](O[C:34]([O:36][C:37]([CH3:40])([CH3:39])[CH3:38])=[O:35])([O:36][C:37]([CH3:40])([CH3:39])[CH3:38])=[O:35], predict the reaction product. The product is: [C:37]([O:36][C:34]([NH:1][CH:2]1[N:8]=[C:7]([C:9]2[CH:14]=[CH:13][CH:12]=[CH:11][C:10]=2[F:15])[C:6]2[CH:16]=[CH:17][CH:18]=[C:19]([CH:20]([CH3:21])[CH3:22])[C:5]=2[NH:4][C:3]1=[O:23])=[O:35])([CH3:40])([CH3:39])[CH3:38]. (8) Given the reactants [C:1]1([CH2:11][NH:12][C:13]2[CH:18]=[CH:17][C:16]([C:19]#[N:20])=[CH:15][C:14]=2[N+:21]([O-])=O)[C:10]2[C:5](=[CH:6][CH:7]=[CH:8][CH:9]=2)[CH:4]=[CH:3][CH:2]=1.C([CH:26]([C:30]([CH3:36])([CH3:35])[CH2:31][C:32](Cl)=[O:33])[C:27](Cl)=O)C.[O:37]1CC[CH2:39][CH2:38]1, predict the reaction product. The product is: [CH2:38]([O:37][C:32](=[O:33])[CH2:31][C:30]([CH3:35])([CH3:36])[CH2:26][C:27]1[N:12]([CH2:11][C:1]2[C:10]3[C:5](=[CH:6][CH:7]=[CH:8][CH:9]=3)[CH:4]=[CH:3][CH:2]=2)[C:13]2[CH:18]=[CH:17][C:16]([C:19]#[N:20])=[CH:15][C:14]=2[N:21]=1)[CH3:39].